This data is from Forward reaction prediction with 1.9M reactions from USPTO patents (1976-2016). The task is: Predict the product of the given reaction. (1) The product is: [C:1]1([C:21]#[C:20][C:14]2[CH:19]=[CH:18][CH:17]=[CH:16][CH:15]=2)[CH:3]=[CH:5][CH:6]=[CH:7][CH:8]=1. Given the reactants [C:1]1([C:3](=[CH:5][CH:6]=[CH:7][CH:8]=1)O)O.C([Zn]CC)C.[C:14]1([C:20]#[C:21][Li])[CH:19]=[CH:18][CH:17]=[CH:16][CH:15]=1.C(#N)C1C=CC=CC=1.CCCCCCCCCCCCC, predict the reaction product. (2) Given the reactants [NH2:1][C@H:2]([C:4]([OH:6])=[O:5])[CH3:3].O[CH2:8][P:9]([CH2:12]O)[CH2:10]O.[C:14]1(F)C(=O)NC(=O)[NH:16][C:15]=1[C:22]([OH:24])=[O:23], predict the reaction product. The product is: [C:4]([CH:2]([NH:1][CH2:12][P:9]([CH2:8][NH:16][CH:15]([CH3:14])[C:22]([OH:24])=[O:23])[CH2:10][NH:1][CH:2]([C:4]([OH:6])=[O:5])[CH3:3])[CH3:3])([OH:6])=[O:5]. (3) Given the reactants [NH2:1][C:2]1[C:11]2[N:12]=[C:13]([CH2:15][CH3:16])[S:14][C:10]=2[C:9]2[CH:8]=[CH:7][C:6]([OH:17])=[CH:5][C:4]=2[N:3]=1.C(=O)([O-])[O-].[Cs+].[Cs+].[CH3:24][N:25]([CH:27]=O)C.Br[CH2:30][C:31]1[CH:36]=[CH:35][C:34]([S:37]([NH:40][CH2:41][CH2:42]C2C3C(=CC=CC=3)NC=2)(=[O:39])=[O:38])=[CH:33][CH:32]=1, predict the reaction product. The product is: [NH2:1][C:2]1[C:11]2[N:12]=[C:13]([CH2:15][CH3:16])[S:14][C:10]=2[C:9]2[CH:8]=[CH:7][C:6]([O:17][CH2:30][C:31]3[CH:36]=[CH:35][C:34]([S:37]([NH:40][CH2:41][CH2:42][C:24]4[NH:25][C:27]5[C:8]([CH:7]=4)=[CH:9][CH:4]=[CH:5][CH:6]=5)(=[O:39])=[O:38])=[CH:33][CH:32]=3)=[CH:5][C:4]=2[N:3]=1. (4) Given the reactants Br[C:2]1[C:11]2[O:10]C[N:8]([C:12]([CH3:15])([CH3:14])[CH3:13])[CH2:7][C:6]=2[CH:5]=[C:4]([C:16]([CH3:19])([CH3:18])[CH3:17])[CH:3]=1.[F:20][C:21]([F:32])([F:31])[C:22]1[CH:23]=[N:24][CH:25]=[C:26](B(O)O)[CH:27]=1, predict the reaction product. The product is: [C:16]([C:4]1[CH:3]=[C:2]([C:26]2[CH:25]=[N:24][CH:23]=[C:22]([C:21]([F:32])([F:31])[F:20])[CH:27]=2)[C:11]([OH:10])=[C:6]([CH2:7][NH:8][C:12]([CH3:13])([CH3:14])[CH3:15])[CH:5]=1)([CH3:17])([CH3:18])[CH3:19]. (5) Given the reactants Cl[C:2]1[C:3]2[S:10][C:9]([C:11]([NH2:13])=[O:12])=[CH:8][C:4]=2[N:5]=[CH:6][N:7]=1.FC(F)(F)C(O)=O.FC(F)(F)C(O)=O.[N:28]1([CH2:34][CH2:35][NH:36][S:37]([CH3:40])(=[O:39])=[O:38])[CH2:33][CH2:32][NH:31][CH2:30][CH2:29]1.CCN(C(C)C)C(C)C, predict the reaction product. The product is: [CH3:40][S:37]([NH:36][CH2:35][CH2:34][N:28]1[CH2:33][CH2:32][N:31]([C:2]2[C:3]3[S:10][C:9]([C:11]([NH2:13])=[O:12])=[CH:8][C:4]=3[N:5]=[CH:6][N:7]=2)[CH2:30][CH2:29]1)(=[O:38])=[O:39]. (6) Given the reactants [CH3:1][S:2]([OH:5])(=[O:4])=[O:3].[S:6]1[CH:10]=[CH:9][C:8]2[C:11]([N:15]3[CH2:20][CH2:19][N:18]([CH2:21][CH2:22][CH2:23][O:24][C:25]4[CH:34]=[C:33]5[C:28]([CH2:29][CH2:30][N:31]([CH3:36])[C:32]5=[O:35])=[CH:27][CH:26]=4)[CH2:17][CH2:16]3)=[CH:12][CH:13]=[CH:14][C:7]1=2, predict the reaction product. The product is: [CH3:1][S:2]([OH:5])(=[O:4])=[O:3].[S:6]1[CH:10]=[CH:9][C:8]2[C:11]([N:15]3[CH2:16][CH2:17][N:18]([CH2:21][CH2:22][CH2:23][O:24][C:25]4[CH:34]=[C:33]5[C:28]([CH2:29][CH2:30][N:31]([CH3:36])[C:32]5=[O:35])=[CH:27][CH:26]=4)[CH2:19][CH2:20]3)=[CH:12][CH:13]=[CH:14][C:7]1=2. (7) Given the reactants Cl.[Br:2][C:3]1[CH:8]=[CH:7][C:6]([NH:9]N)=[CH:5][CH:4]=1.[F:11][C:12]([F:24])([F:23])[O:13][C:14]1[CH:19]=[CH:18][C:17]([C:20](=O)[CH3:21])=[CH:16][CH:15]=1.CC([O-])=O.[Na+], predict the reaction product. The product is: [Br:2][C:3]1[CH:8]=[C:7]2[C:6](=[CH:5][CH:4]=1)[NH:9][C:20]([C:17]1[CH:16]=[CH:15][C:14]([O:13][C:12]([F:11])([F:23])[F:24])=[CH:19][CH:18]=1)=[CH:21]2. (8) Given the reactants [CH3:1][C:2]([CH3:24])([CH3:23])[CH2:3][CH2:4][C@H:5]1[CH2:10][C@@H:9]([C:11](=[O:18])[CH2:12][C:13](OCC)=[O:14])[CH2:8][CH2:7][N:6]1[C:19]([O:21][CH3:22])=[O:20].[OH-].[Na+].Cl.[NH2:28]O.Cl, predict the reaction product. The product is: [CH3:1][C:2]([CH3:24])([CH3:23])[CH2:3][CH2:4][C@H:5]1[CH2:10][C@@H:9]([C:11]2[O:18][NH:28][C:13](=[O:14])[CH:12]=2)[CH2:8][CH2:7][N:6]1[C:19]([O:21][CH3:22])=[O:20].